Dataset: Forward reaction prediction with 1.9M reactions from USPTO patents (1976-2016). Task: Predict the product of the given reaction. The product is: [CH3:31][S:28]([N:25]1[CH2:24][CH2:23][N:22]([C:20]([N:11]2[CH2:12][CH:13]([C:14]3[CH:19]=[CH:18][CH:17]=[CH:16][CH:15]=3)[CH:9]([NH:7][CH3:6])[CH2:10]2)=[O:21])[CH2:27][CH2:26]1)(=[O:30])=[O:29]. Given the reactants C(O[C:6](=O)[N:7]([CH:9]1[CH:13]([C:14]2[CH:19]=[CH:18][CH:17]=[CH:16][CH:15]=2)[CH2:12][N:11]([C:20]([N:22]2[CH2:27][CH2:26][N:25]([S:28]([CH3:31])(=[O:30])=[O:29])[CH2:24][CH2:23]2)=[O:21])[CH2:10]1)C)(C)(C)C.C(O)(C(F)(F)F)=O.C([O-])(O)=O.[Na+], predict the reaction product.